This data is from Catalyst prediction with 721,799 reactions and 888 catalyst types from USPTO. The task is: Predict which catalyst facilitates the given reaction. (1) Reactant: [C:1]([O:5][C:6]([N:8]1[CH2:13][CH2:12][N:11]([C:14]2[CH:19]=[C:18]([N+:20]([O-])=O)[CH:17]=[CH:16][C:15]=2[O:23][CH3:24])[CH2:10][CH2:9]1)=[O:7])([CH3:4])([CH3:3])[CH3:2]. Product: [C:1]([O:5][C:6]([N:8]1[CH2:13][CH2:12][N:11]([C:14]2[CH:19]=[C:18]([NH2:20])[CH:17]=[CH:16][C:15]=2[O:23][CH3:24])[CH2:10][CH2:9]1)=[O:7])([CH3:4])([CH3:3])[CH3:2]. The catalyst class is: 19. (2) Reactant: [CH3:1][O:2][C:3]1[CH:8]=[CH:7][C:6]([S:9]([N:12]2[CH2:17][CH2:16][NH:15][CH2:14][CH2:13]2)(=[O:11])=[O:10])=[CH:5][CH:4]=1.C([O-])([O-])=O.[K+].[K+].Br[CH2:25][C:26]#[N:27].ClCCCl.CCO. Product: [CH3:1][O:2][C:3]1[CH:8]=[CH:7][C:6]([S:9]([N:12]2[CH2:17][CH2:16][N:15]([CH2:25][C:26]#[N:27])[CH2:14][CH2:13]2)(=[O:11])=[O:10])=[CH:5][CH:4]=1. The catalyst class is: 10. (3) Reactant: CN(C(ON1N=NC2C=CC=NC1=2)=[N+](C)C)C.F[P-](F)(F)(F)(F)F.[CH:25]([C:28]1[C:33]([C:34]([OH:36])=O)=[CH:32][N:31]=[C:30]([S:37][CH3:38])[N:29]=1)([CH3:27])[CH3:26].CCN(C(C)C)C(C)C.Cl.[NH2:49][CH:50]1[CH:57]2[CH2:58][C:53]3([OH:60])[CH2:54][CH:55]([CH2:59][CH:51]1[CH2:52]3)[CH2:56]2. Product: [OH:60][C:53]12[CH2:58][CH:57]3[CH2:56][CH:55]([CH2:59][CH:51]([CH:50]3[NH:49][C:34]([C:33]3[C:28]([CH:25]([CH3:26])[CH3:27])=[N:29][C:30]([S:37][CH3:38])=[N:31][CH:32]=3)=[O:36])[CH2:52]1)[CH2:54]2. The catalyst class is: 3.